From a dataset of Full USPTO retrosynthesis dataset with 1.9M reactions from patents (1976-2016). Predict the reactants needed to synthesize the given product. (1) Given the product [O:3]1[C:7]2[CH:8]=[CH:9][C:10]([CH2:12][NH:13][CH2:14][CH2:15][CH2:16][N:17]([C:18]3[S:22][N:21]=[C:20]([N:23]4[CH:27]=[CH:26][N:25]=[CH:24]4)[N:19]=3)[CH2:28][C:29]([NH:1][OH:2])=[NH:30])=[CH:11][C:6]=2[O:5][CH2:4]1, predict the reactants needed to synthesize it. The reactants are: [NH2:1][OH:2].[O:3]1[C:7]2[CH:8]=[CH:9][C:10]([CH2:12][NH:13][CH2:14][CH2:15][CH2:16][N:17]([CH2:28][C:29]#[N:30])[C:18]3[S:22][N:21]=[C:20]([N:23]4[CH:27]=[CH:26][N:25]=[CH:24]4)[N:19]=3)=[CH:11][C:6]=2[O:5][CH2:4]1. (2) Given the product [Cl:33][C:30]1[CH:31]=[CH:32][C:27]([CH2:26][NH:25][C:58]([C:53]2[NH:54][C:55]3[C:51]([CH:52]=2)=[CH:50][C:49]([O:48][CH2:47][CH2:46][OH:45])=[CH:57][CH:56]=3)=[O:59])=[C:28]([F:44])[C:29]=1[O:34][C:35]1[CH:36]=[C:37]([C:38]#[N:39])[CH:40]=[C:41]([Cl:43])[CH:42]=1, predict the reactants needed to synthesize it. The reactants are: CN(C(ON1N=NC2C=CC=NC1=2)=[N+](C)C)C.F[P-](F)(F)(F)(F)F.[NH2:25][CH2:26][C:27]1[C:28]([F:44])=[C:29]([O:34][C:35]2[CH:36]=[C:37]([CH:40]=[C:41]([Cl:43])[CH:42]=2)[C:38]#[N:39])[C:30]([Cl:33])=[CH:31][CH:32]=1.[OH:45][CH2:46][CH2:47][O:48][C:49]1[CH:50]=[C:51]2[C:55](=[CH:56][CH:57]=1)[NH:54][C:53]([C:58](O)=[O:59])=[CH:52]2.CCN(C(C)C)C(C)C.